Dataset: Forward reaction prediction with 1.9M reactions from USPTO patents (1976-2016). Task: Predict the product of the given reaction. (1) Given the reactants [CH:1]1([NH:7][C:8]2[C:13]([C:14]([NH2:16])=[O:15])=[CH:12][N:11]=[C:10]3[N:17]([CH2:20][O:21][CH2:22][CH2:23][Si:24]([CH3:27])([CH3:26])[CH3:25])[CH:18]=[CH:19][C:9]=23)[CH2:6][CH2:5][CH2:4][CH2:3][CH2:2]1.[CH:28](OCC)(OCC)[O:29]CC, predict the reaction product. The product is: [CH:1]1([NH:7][C:8]2[C:13]([C:14]([NH:16][CH:28]=[O:29])=[O:15])=[CH:12][N:11]=[C:10]3[N:17]([CH2:20][O:21][CH2:22][CH2:23][Si:24]([CH3:27])([CH3:26])[CH3:25])[CH:18]=[CH:19][C:9]=23)[CH2:6][CH2:5][CH2:4][CH2:3][CH2:2]1. (2) Given the reactants [Cl:1][C:2]1[C:7](C2C=C3C(=CC=2)NN=C3)=[CH:6][CH:5]=[CH:4][N:3]=1.Br[C:18]1[C:27]2[C:22](=[CH:23][CH:24]=[CH:25][CH:26]=2)[N:21]=[CH:20][CH:19]=1.ClC1C(B2OC(C)(C)C(C)(C)[O:36]2)=CC=CN=1.C([O-])([O-])=O.[Na+].[Na+], predict the reaction product. The product is: [Cl:1][C:2]1[C:7]([C:18]2[C:27]3[C:22](=[CH:23][CH:24]=[CH:25][CH:26]=3)[NH:21][C:20](=[O:36])[CH:19]=2)=[CH:6][CH:5]=[CH:4][N:3]=1. (3) Given the reactants FC(F)(F)C(O)=O.[CH2:8]([N:10]1[C:14]2=[N:15][CH:16]=[C:17]([C:31]3[CH2:38][C:34]4([CH2:37][CH2:36][CH2:35]4)[O:33][N:32]=3)[C:18]([NH:19][CH:20]3[CH2:23][CH:22]([C:24]([O:26]C(C)(C)C)=[O:25])[CH2:21]3)=[C:13]2[CH:12]=[N:11]1)[CH3:9], predict the reaction product. The product is: [CH2:8]([N:10]1[C:14]2=[N:15][CH:16]=[C:17]([C:31]3[CH2:38][C:34]4([CH2:35][CH2:36][CH2:37]4)[O:33][N:32]=3)[C:18]([NH:19][CH:20]3[CH2:21][CH:22]([C:24]([OH:26])=[O:25])[CH2:23]3)=[C:13]2[CH:12]=[N:11]1)[CH3:9]. (4) Given the reactants Cl[C:2]1[N:7]=[CH:6][C:5]([C:8]([O:10][CH3:11])=[O:9])=[CH:4][N:3]=1.[S:12]1(=[O:18])(=[O:17])[CH2:16][CH2:15][CH2:14][NH:13]1.[H-].[Na+].O, predict the reaction product. The product is: [O:17]=[S:12]1(=[O:18])[CH2:16][CH2:15][CH2:14][N:13]1[C:2]1[N:7]=[CH:6][C:5]([C:8]([O:10][CH3:11])=[O:9])=[CH:4][N:3]=1. (5) Given the reactants C(C1C=C(C2N(C3C=CC([C:23](=O)[N:24]([CH3:26])[CH3:25])=CC=3)N=C(C3C=CC(C(OC)=O)=CC=3)C=2)C=C(I)C=1)(C)(C)C.[C:38]([C:42]1[CH:43]=[C:44]([C:52]2[N:56]([C:57]3[CH:62]=[CH:61][C:60]([C:63](=[O:67])[N:64]([CH3:66])[CH3:65])=[CH:59][CH:58]=3)[N:55]=[C:54]([C:68]3[CH:77]=[CH:76][C:71]([C:72]([O:74][CH3:75])=[O:73])=[CH:70][CH:69]=3)[CH:53]=2)[CH:45]=[C:46]([S:48][CH:49]([CH3:51])[CH3:50])[CH:47]=1)([CH3:41])([CH3:40])[CH3:39], predict the reaction product. The product is: [C:38]([C:42]1[CH:43]=[C:44]([C:52]2[N:56]([C:57]3[CH:62]=[CH:61][C:60]([C:63]([N:64]4[CH2:66][CH2:25][N:24]([CH3:26])[CH2:23][CH2:65]4)=[O:67])=[CH:59][CH:58]=3)[N:55]=[C:54]([C:68]3[CH:69]=[CH:70][C:71]([C:72]([O:74][CH3:75])=[O:73])=[CH:76][CH:77]=3)[CH:53]=2)[CH:45]=[C:46]([S:48][CH:49]([CH3:51])[CH3:50])[CH:47]=1)([CH3:40])([CH3:41])[CH3:39]. (6) Given the reactants [F:1][C:2]1[CH:7]=[CH:6][C:5]([N:8]2[CH2:13][CH2:12][O:11][CH2:10][CH2:9]2)=[CH:4][C:3]=1[NH:14]C(=O)OC(C)(C)C.Cl, predict the reaction product. The product is: [F:1][C:2]1[CH:7]=[CH:6][C:5]([N:8]2[CH2:13][CH2:12][O:11][CH2:10][CH2:9]2)=[CH:4][C:3]=1[NH2:14]. (7) The product is: [F:12][C:13]1[CH:14]=[CH:15][C:16]([S:19]([N:22]2[C:30]3[C:25](=[CH:26][CH:27]=[CH:28][CH:29]=3)[CH:24]=[C:23]2[C:3]2([OH:10])[CH:4]=[CH:5][C:6](=[O:9])[CH:7]=[CH:8]2)(=[O:20])=[O:21])=[CH:17][CH:18]=1. Given the reactants CO[C:3]1([O:10]C)[CH:8]=[CH:7][C:6](=[O:9])[CH:5]=[CH:4]1.[F:12][C:13]1[CH:18]=[CH:17][C:16]([S:19]([N:22]2[C:30]3[C:25](=[CH:26][CH:27]=[CH:28][CH:29]=3)[CH:24]=[CH:23]2)(=[O:21])=[O:20])=[CH:15][CH:14]=1, predict the reaction product.